This data is from Full USPTO retrosynthesis dataset with 1.9M reactions from patents (1976-2016). The task is: Predict the reactants needed to synthesize the given product. (1) Given the product [NH2:38][C:22]1[C:17]2[C:16]([I:24])=[CH:15][N:14]([C@@H:12]3[O:11][C@H:10]([CH2:25][OH:26])[C@@H:9]([OH:8])[CH2:13]3)[C:18]=2[N:19]=[CH:20][N:21]=1, predict the reactants needed to synthesize it. The reactants are: CC1C=CC(C([O:8][C@H:9]2[CH2:13][C@H:12]([N:14]3[C:18]4[N:19]=[CH:20][N:21]=[C:22](Cl)[C:17]=4[C:16]([I:24])=[CH:15]3)[O:11][C@@H:10]2[CH2:25][O:26]C(=O)C2C=CC(C)=CC=2)=O)=CC=1.[NH3:38]. (2) Given the product [N+:1]([C:4]1[CH:13]=[C:12]2[C:7]([CH2:8][CH2:9][N:10]([C:16]([O:18][C:19]([CH3:22])([CH3:21])[CH3:20])=[O:15])[CH2:11]2)=[CH:6][CH:5]=1)([O-:3])=[O:2], predict the reactants needed to synthesize it. The reactants are: [N+:1]([C:4]1[CH:13]=[C:12]2[C:7]([CH2:8][CH2:9][NH:10][CH2:11]2)=[CH:6][CH:5]=1)([O-:3])=[O:2].C(=O)(OC(C)(C)C)[O:15][C:16]([O:18][C:19]([CH3:22])([CH3:21])[CH3:20])=O. (3) Given the product [NH2:14][C:12]1[CH:11]=[C:10]([NH:15][C:16]2[CH:21]=[C:20]([C:22]([F:25])([F:24])[F:23])[CH:19]=[CH:18][N:17]=2)[N:9]=[C:8]([C:5]2[CH:6]=[N:7][C:2]([NH:26][CH:27]3[CH2:31][CH2:30][NH:29][C:28]3=[O:32])=[CH:3][CH:4]=2)[CH:13]=1, predict the reactants needed to synthesize it. The reactants are: F[C:2]1[N:7]=[CH:6][C:5]([C:8]2[CH:13]=[C:12]([NH2:14])[CH:11]=[C:10]([NH:15][C:16]3[CH:21]=[C:20]([C:22]([F:25])([F:24])[F:23])[CH:19]=[CH:18][N:17]=3)[N:9]=2)=[CH:4][CH:3]=1.[NH2:26][CH:27]1[CH2:31][CH2:30][NH:29][C:28]1=[O:32].P([O-])([O-])([O-])=O.[K+].[K+].[K+].C(N(CC)C(C)C)(C)C. (4) Given the product [Br:1][C:2]1[C:3](=[O:32])[N:4]([C:19]2[CH:20]=[C:21]([CH:28]=[CH:29][C:30]=2[CH3:31])[C:22]([NH:24][O:39][CH:34]2[CH2:35][CH2:36][CH2:37][CH2:38][O:33]2)=[O:23])[C:5]([CH3:18])=[CH:6][C:7]=1[O:8][CH2:9][C:10]1[CH:15]=[CH:14][C:13]([F:16])=[CH:12][C:11]=1[F:17], predict the reactants needed to synthesize it. The reactants are: [Br:1][C:2]1[C:3](=[O:32])[N:4]([C:19]2[CH:20]=[C:21]([CH:28]=[CH:29][C:30]=2[CH3:31])[C:22]([NH:24]CCO)=[O:23])[C:5]([CH3:18])=[CH:6][C:7]=1[O:8][CH2:9][C:10]1[CH:15]=[CH:14][C:13]([F:16])=[CH:12][C:11]=1[F:17].[O:33]1[CH2:38][CH2:37][CH2:36][CH2:35][CH:34]1[O:39]N. (5) Given the product [F:4][C:5]1[CH:12]=[C:11]([N:13]2[CH:17]=[C:16]([CH3:18])[N:15]=[CH:14]2)[C:10]([O:19][CH3:20])=[CH:9][C:6]=1/[CH:7]=[CH:24]/[C:28]([OH:1])=[O:27], predict the reactants needed to synthesize it. The reactants are: [OH2:1].[OH-].[Li+].[F:4][C:5]1[CH:12]=[C:11]([N:13]2[CH:17]=[C:16]([CH3:18])[N:15]=[CH:14]2)[C:10]([O:19][CH3:20])=[CH:9][C:6]=1[CH:7]=O.[OH-].[Na+].Cl.[CH2:24]1[CH2:28][O:27]CC1.